From a dataset of Full USPTO retrosynthesis dataset with 1.9M reactions from patents (1976-2016). Predict the reactants needed to synthesize the given product. The reactants are: Br[CH2:2][C:3]1[C:8]([Cl:9])=[CH:7][CH:6]=[CH:5][C:4]=1[N:10]1[C:14](=[O:15])[N:13]([CH3:16])[N:12]=[N:11]1.[Cl:17][C:18]1[CH:23]=[CH:22][C:21]([N:24]2[CH:28]=[CH:27][C:26]([OH:29])=[N:25]2)=[CH:20][CH:19]=1.C(=O)([O-])[O-].[K+].[K+].C(#N)C. Given the product [Cl:17][C:18]1[CH:19]=[CH:20][C:21]([N:24]2[CH:28]=[CH:27][C:26]([O:29][CH2:2][C:3]3[C:8]([Cl:9])=[CH:7][CH:6]=[CH:5][C:4]=3[N:10]3[C:14](=[O:15])[N:13]([CH3:16])[N:12]=[N:11]3)=[N:25]2)=[CH:22][CH:23]=1, predict the reactants needed to synthesize it.